From a dataset of Full USPTO retrosynthesis dataset with 1.9M reactions from patents (1976-2016). Predict the reactants needed to synthesize the given product. (1) Given the product [CH3:11][O:10][C:3]1[CH:4]=[C:5]([CH:8]=[CH:9][C:2]=1[O:1][CH:16]1[CH2:17][CH2:18][N:13]([CH3:12])[CH2:14][CH2:15]1)[C:6]#[N:7], predict the reactants needed to synthesize it. The reactants are: [OH:1][C:2]1[CH:9]=[CH:8][C:5]([C:6]#[N:7])=[CH:4][C:3]=1[O:10][CH3:11].[CH3:12][N:13]1[CH2:18][CH2:17][CH:16](O)[CH2:15][CH2:14]1.C1(P(C2C=CC=CC=2)C2C=CC=CC=2)C=CC=CC=1.CC(OC(/N=N/C(OC(C)(C)C)=O)=O)(C)C. (2) Given the product [C:21]([O:24][C:23](=[O:26])[NH:7][C:6]1[CH:8]=[CH:9][CH:10]=[C:4]([N+:1]([O-:3])=[O:2])[CH:5]=1)([CH3:20])([CH3:22])[CH3:11], predict the reactants needed to synthesize it. The reactants are: [N+:1]([C:4]1[CH:5]=[C:6]([CH:8]=[CH:9][CH:10]=1)[NH2:7])([O-:3])=[O:2].[CH2:11](N(CC)CC)C.O1[CH2:22][CH2:21][CH2:20]C1.[C:23](=[O:26])([O-])[O-:24].[K+].[K+]. (3) Given the product [C:13]1([C:8]2([CH2:7][OH:6])[O:12][CH2:11][CH2:10][O:9]2)[CH:14]=[CH:15][CH:16]=[CH:17][CH:18]=1, predict the reactants needed to synthesize it. The reactants are: C([Si](C)(C)[O:6][CH2:7][C:8]1([C:13]2[CH:18]=[CH:17][CH:16]=[CH:15][CH:14]=2)[O:12][CH2:11][CH2:10][O:9]1)(C)(C)C.[F-].C([N+](CCCC)(CCCC)CCCC)CCC.